Dataset: Catalyst prediction with 721,799 reactions and 888 catalyst types from USPTO. Task: Predict which catalyst facilitates the given reaction. (1) Product: [CH2:19]([O:18][C:16]([N:5]1[CH2:6][C@H:2]([OH:1])[CH2:3][C@@H:4]1[C:7]([OH:9])=[O:8])=[O:17])[C:20]1[CH:25]=[CH:24][CH:23]=[CH:22][CH:21]=1. The catalyst class is: 226. Reactant: [OH:1][C@@H:2]1[CH2:6][NH:5][C@H:4]([C:7]([OH:9])=[O:8])[CH2:3]1.C(=O)(O)[O-].[Na+].Cl[C:16]([O:18][CH2:19][C:20]1[CH:25]=[CH:24][CH:23]=[CH:22][CH:21]=1)=[O:17]. (2) Reactant: [OH:1][CH2:2][C@H:3]1[CH2:7][CH2:6][C:5](=[O:8])[N:4]1[CH2:9][CH2:10][CH2:11][C:12]1[S:16][C:15]([C:17]([O:19][CH3:20])=[O:18])=[CH:14][CH:13]=1.CC(OI1(OC(C)=O)(OC(C)=O)OC(=O)C2C=CC=CC1=2)=O.ClCCl. Product: [CH:2]([C@H:3]1[CH2:7][CH2:6][C:5](=[O:8])[N:4]1[CH2:9][CH2:10][CH2:11][C:12]1[S:16][C:15]([C:17]([O:19][CH3:20])=[O:18])=[CH:14][CH:13]=1)=[O:1]. The catalyst class is: 5.